Dataset: Reaction yield outcomes from USPTO patents with 853,638 reactions. Task: Predict the reaction yield, written as a fraction of the theoretical maximum amount of product (1.0 means a 100% yield; for example, 0.34 means a 34% yield). (1) The yield is 0.400. The product is [F:37][C:38]1[CH:43]=[CH:42][C:41]([NH:44][C:45]([NH:1][C:2]2[CH:7]=[CH:6][CH:5]=[C:4]([N:8]([CH2:16][C:17]3[CH:22]=[CH:21][CH:20]=[C:19]([O:23][C:24]([F:28])([F:29])[CH:25]([F:26])[F:27])[CH:18]=3)[CH2:9][CH:10]([OH:15])[C:11]([F:14])([F:13])[F:12])[CH:3]=2)=[O:46])=[CH:40][CH:39]=1. The reactants are [NH2:1][C:2]1[CH:3]=[C:4]([N:8]([CH2:16][C:17]2[CH:22]=[CH:21][CH:20]=[C:19]([O:23][C:24]([F:29])([F:28])[CH:25]([F:27])[F:26])[CH:18]=2)[CH2:9][CH:10]([OH:15])[C:11]([F:14])([F:13])[F:12])[CH:5]=[CH:6][CH:7]=1.C(N(CC)CC)C.[F:37][C:38]1[CH:43]=[CH:42][C:41]([N:44]=[C:45]=[O:46])=[CH:40][CH:39]=1. The catalyst is ClCCl. (2) The reactants are [NH2:1][C:2]1[CH:7]=[CH:6][N:5]=[C:4]([NH:8][C@H:9]([C:11]2[C:12](=[O:22])[NH:13][C:14]3[C:19]([CH:20]=2)=[CH:18][C:17]([Cl:21])=[CH:16][CH:15]=3)[CH3:10])[C:3]=1[F:23].[C:24](OC(=O)C)(=[O:26])[CH3:25].CCN(C(C)C)C(C)C.CN(C=O)C. The catalyst is C(OCC)(=O)C. The product is [Cl:21][C:17]1[CH:18]=[C:19]2[C:14](=[CH:15][CH:16]=1)[NH:13][C:12](=[O:22])[C:11]([C@@H:9]([NH:8][C:4]1[C:3]([F:23])=[C:2]([NH:1][C:24](=[O:26])[CH3:25])[CH:7]=[CH:6][N:5]=1)[CH3:10])=[CH:20]2. The yield is 0.0750. (3) The yield is 0.330. No catalyst specified. The product is [O:15]=[C:9]1[NH:10][C:11](=[O:14])[CH:12]=[CH:13][N:8]1[C:6]1[CH:7]=[C:2]([C:35]2[CH:36]=[CH:37][S:33][CH:34]=2)[C:3]([O:31][CH3:32])=[C:4]([C:16]2[CH:24]=[C:23]3[C:19]([C:20]([CH2:25][NH:26][S:27]([CH3:30])(=[O:29])=[O:28])=[CH:21][CH2:22]3)=[CH:18][CH:17]=2)[CH:5]=1. The reactants are Br[C:2]1[C:3]([O:31][CH3:32])=[C:4]([C:16]2[CH:24]=[C:23]3[C:19]([C:20]([CH2:25][NH:26][S:27]([CH3:30])(=[O:29])=[O:28])=[CH:21][CH2:22]3)=[CH:18][CH:17]=2)[CH:5]=[C:6]([N:8]2[CH:13]=[CH:12][C:11](=[O:14])[NH:10][C:9]2=[O:15])[CH:7]=1.[S:33]1[CH:37]=[CH:36][C:35](B(O)O)=[CH:34]1. (4) The reactants are [Cl:1][C:2]1[C:7]([C:8]2[C:12]([C:13](OC)=[O:14])=[C:11]([CH:17]([CH3:19])[CH3:18])[O:10][N:9]=2)=[C:6]([Cl:20])[CH:5]=[CH:4][N:3]=1.[H-].C([Al+]C(C)C)(C)C.C1(C)C=CC=CC=1.[C@H](O)(C([O-])=O)[C@@H](O)C([O-])=O.[Na+].[K+]. The catalyst is C1COCC1. The product is [Cl:1][C:2]1[C:7]([C:8]2[C:12]([CH2:13][OH:14])=[C:11]([CH:17]([CH3:18])[CH3:19])[O:10][N:9]=2)=[C:6]([Cl:20])[CH:5]=[CH:4][N:3]=1. The yield is 0.940. (5) The reactants are [NH2:1][CH2:2][C@@:3]1([OH:11])[CH:8]2[CH2:9][CH2:10][N:5]([CH2:6][CH2:7]2)[CH2:4]1.CCN(C(C)C)C(C)C.C([O-])([O-])=O.[Cs+].[Cs+].[O:27]1[C:31]2[CH:32]=[CH:33][CH:34]=[CH:35][C:30]=2[N:29]=[C:28]1[N:36]=[C:37](SC)SC. The catalyst is CN(C=O)C. The product is [O:27]1[C:31]2[CH:32]=[CH:33][CH:34]=[CH:35][C:30]=2[N:29]=[C:28]1[NH:36][C:37]1[O:11][C@:3]2([CH2:2][N:1]=1)[CH:8]1[CH2:7][CH2:6][N:5]([CH2:10][CH2:9]1)[CH2:4]2. The yield is 0.900. (6) The reactants are [Br:1][C:2]1[CH:3]=[C:4]([CH2:11][OH:12])[CH:5]=[C:6]2[C:10]=1[NH:9][CH:8]=[CH:7]2.I(C1C=CC=CC=1C(O)=O)(=O)=O. The catalyst is ClCCCl. The product is [Br:1][C:2]1[CH:3]=[C:4]([CH:11]=[O:12])[CH:5]=[C:6]2[C:10]=1[NH:9][CH:8]=[CH:7]2. The yield is 0.760. (7) The reactants are C[O:2][C:3](=[O:39])[CH2:4][C:5]1[CH:10]=[CH:9][C:8]([NH:11][CH2:12][C:13](=[O:38])[CH2:14][CH2:15][N:16]2[CH2:21][CH2:20][CH:19]([O:22][C:23](=[O:37])[NH:24][C:25]3[CH:30]=[CH:29][CH:28]=[CH:27][C:26]=3[C:31]3[CH:36]=[CH:35][CH:34]=[CH:33][CH:32]=3)[CH2:18][CH2:17]2)=[CH:7][CH:6]=1.[OH-].[Li+].Cl. The catalyst is C(#N)C.O. The product is [C:26]1([C:31]2[CH:36]=[CH:35][CH:34]=[CH:33][CH:32]=2)[CH:27]=[CH:28][CH:29]=[CH:30][C:25]=1[NH:24][C:23]([O:22][CH:19]1[CH2:18][CH2:17][N:16]([CH2:15][CH2:14][C:13]([CH2:12][NH:11][C:8]2[CH:7]=[CH:6][C:5]([CH2:4][C:3]([OH:39])=[O:2])=[CH:10][CH:9]=2)=[O:38])[CH2:21][CH2:20]1)=[O:37]. The yield is 0.860. (8) The reactants are [CH3:1][C:2]1[CH2:7][CH2:6][CH2:5][C:4]([CH3:9])([CH3:8])[C:3]=1[CH:10]=O.[CH2:12]([O:14][C:15]1[CH:16]=[C:17]([CH:19]=[CH:20][CH:21]=1)[NH2:18])[CH3:13].C(O)(=O)C.C([BH3-])#N.[Na+]. The catalyst is CO. The product is [CH2:12]([O:14][C:15]1[CH:16]=[C:17]([CH:19]=[CH:20][CH:21]=1)[NH:18][CH2:10][C:3]1[C:4]([CH3:8])([CH3:9])[CH2:5][CH2:6][CH2:7][C:2]=1[CH3:1])[CH3:13]. The yield is 0.700. (9) The reactants are C([O:8][CH2:9][CH2:10][O:11][C:12]1[CH:17]=[CH:16][C:15]([NH:18][C:19](=[O:48])[CH2:20][C:21]2[CH:26]=[CH:25][C:24]([C:27]3[CH:28]=[N:29][C:30]([O:36]CC4C=CC(OC)=CC=4)=[C:31]([O:33][CH2:34][CH3:35])[CH:32]=3)=[C:23]([F:46])[C:22]=2[F:47])=[CH:14][C:13]=1[C:49]([F:52])([F:51])[F:50])C1C=CC=CC=1. The catalyst is CO.[Pd]. The product is [CH2:34]([O:33][C:31]1[C:30](=[O:36])[NH:29][CH:28]=[C:27]([C:24]2[CH:25]=[CH:26][C:21]([CH2:20][C:19]([NH:18][C:15]3[CH:16]=[CH:17][C:12]([O:11][CH2:10][CH2:9][OH:8])=[C:13]([C:49]([F:52])([F:50])[F:51])[CH:14]=3)=[O:48])=[C:22]([F:47])[C:23]=2[F:46])[CH:32]=1)[CH3:35]. The yield is 0.447.